From a dataset of NCI-60 drug combinations with 297,098 pairs across 59 cell lines. Regression. Given two drug SMILES strings and cell line genomic features, predict the synergy score measuring deviation from expected non-interaction effect. (1) Drug 1: CCC1=C2CN3C(=CC4=C(C3=O)COC(=O)C4(CC)O)C2=NC5=C1C=C(C=C5)O. Drug 2: C1CN(P(=O)(OC1)NCCCl)CCCl. Cell line: RPMI-8226. Synergy scores: CSS=14.4, Synergy_ZIP=-9.67, Synergy_Bliss=-1.79, Synergy_Loewe=-28.6, Synergy_HSA=-1.48. (2) Drug 1: CC12CCC(CC1=CCC3C2CCC4(C3CC=C4C5=CN=CC=C5)C)O. Drug 2: COC1=C(C=C2C(=C1)N=CN=C2NC3=CC(=C(C=C3)F)Cl)OCCCN4CCOCC4. Cell line: CAKI-1. Synergy scores: CSS=56.2, Synergy_ZIP=1.37, Synergy_Bliss=2.15, Synergy_Loewe=1.22, Synergy_HSA=4.44. (3) Drug 1: CS(=O)(=O)C1=CC(=C(C=C1)C(=O)NC2=CC(=C(C=C2)Cl)C3=CC=CC=N3)Cl. Drug 2: CC(CN1CC(=O)NC(=O)C1)N2CC(=O)NC(=O)C2. Cell line: K-562. Synergy scores: CSS=20.2, Synergy_ZIP=-10.8, Synergy_Bliss=-5.32, Synergy_Loewe=-3.44, Synergy_HSA=-3.50. (4) Drug 1: C1CCC(C1)C(CC#N)N2C=C(C=N2)C3=C4C=CNC4=NC=N3. Drug 2: C1=NC2=C(N=C(N=C2N1C3C(C(C(O3)CO)O)F)Cl)N. Cell line: A498. Synergy scores: CSS=7.62, Synergy_ZIP=2.02, Synergy_Bliss=2.94, Synergy_Loewe=-10.2, Synergy_HSA=2.31. (5) Drug 1: CNC(=O)C1=NC=CC(=C1)OC2=CC=C(C=C2)NC(=O)NC3=CC(=C(C=C3)Cl)C(F)(F)F. Drug 2: C1=NC2=C(N1)C(=S)N=CN2. Cell line: NCIH23. Synergy scores: CSS=39.8, Synergy_ZIP=-10.4, Synergy_Bliss=-5.64, Synergy_Loewe=-30.7, Synergy_HSA=-0.958. (6) Drug 1: CCCCCOC(=O)NC1=NC(=O)N(C=C1F)C2C(C(C(O2)C)O)O. Drug 2: CC1CCC2CC(C(=CC=CC=CC(CC(C(=O)C(C(C(=CC(C(=O)CC(OC(=O)C3CCCCN3C(=O)C(=O)C1(O2)O)C(C)CC4CCC(C(C4)OC)O)C)C)O)OC)C)C)C)OC. Cell line: OVCAR3. Synergy scores: CSS=-2.81, Synergy_ZIP=1.23, Synergy_Bliss=-4.56, Synergy_Loewe=-4.88, Synergy_HSA=-6.59. (7) Drug 1: CC1=C(C=C(C=C1)NC2=NC=CC(=N2)N(C)C3=CC4=NN(C(=C4C=C3)C)C)S(=O)(=O)N.Cl. Drug 2: C1=CC(=CC=C1CC(C(=O)O)N)N(CCCl)CCCl.Cl. Cell line: SR. Synergy scores: CSS=49.8, Synergy_ZIP=1.39, Synergy_Bliss=2.89, Synergy_Loewe=-10.5, Synergy_HSA=3.66. (8) Drug 1: CC12CCC3C(C1CCC2O)C(CC4=C3C=CC(=C4)O)CCCCCCCCCS(=O)CCCC(C(F)(F)F)(F)F. Drug 2: CC1=C2C(C(=O)C3(C(CC4C(C3C(C(C2(C)C)(CC1OC(=O)C(C(C5=CC=CC=C5)NC(=O)OC(C)(C)C)O)O)OC(=O)C6=CC=CC=C6)(CO4)OC(=O)C)O)C)O. Cell line: OVCAR-4. Synergy scores: CSS=22.1, Synergy_ZIP=12.1, Synergy_Bliss=15.4, Synergy_Loewe=10.1, Synergy_HSA=10.4. (9) Drug 1: CC1=C2C(C(=O)C3(C(CC4C(C3C(C(C2(C)C)(CC1OC(=O)C(C(C5=CC=CC=C5)NC(=O)C6=CC=CC=C6)O)O)OC(=O)C7=CC=CC=C7)(CO4)OC(=O)C)O)C)OC(=O)C. Drug 2: CN(CCCl)CCCl.Cl. Cell line: HT29. Synergy scores: CSS=42.2, Synergy_ZIP=-1.65, Synergy_Bliss=2.44, Synergy_Loewe=-31.3, Synergy_HSA=-7.58. (10) Drug 2: C1CN1C2=NC(=NC(=N2)N3CC3)N4CC4. Synergy scores: CSS=20.1, Synergy_ZIP=-8.06, Synergy_Bliss=0.415, Synergy_Loewe=-11.4, Synergy_HSA=0.489. Cell line: UO-31. Drug 1: C1CC(C1)(C(=O)O)C(=O)O.[NH2-].[NH2-].[Pt+2].